This data is from Forward reaction prediction with 1.9M reactions from USPTO patents (1976-2016). The task is: Predict the product of the given reaction. (1) The product is: [NH2:1][C:2]1[C:11]2[CH:10]=[CH:9][C:8]([F:12])=[C:7]([C:27]3[CH:28]=[C:23]([O:22][CH3:21])[CH:24]=[CH:25][C:26]=3[O:29][CH3:30])[C:6]=2[N:5]=[C:4]2[CH2:14][N:15]([CH:18]3[CH2:20][CH2:19]3)[C:16](=[O:17])[C:3]=12. Given the reactants [NH2:1][C:2]1[C:11]2[CH:10]=[CH:9][C:8]([F:12])=[C:7](I)[C:6]=2[N:5]=[C:4]2[CH2:14][N:15]([CH:18]3[CH2:20][CH2:19]3)[C:16](=[O:17])[C:3]=12.[CH3:21][O:22][C:23]1[CH:28]=[CH:27][C:26]([O:29][CH3:30])=[CH:25][C:24]=1B(O)O, predict the reaction product. (2) Given the reactants [NH2:1][C:2]1[CH:11]=[C:10]2[C:5]([CH:6]=[CH:7][CH:8]=[N:9]2)=[CH:4][CH:3]=1.[C:12]1([C:21]2[CH:26]=[CH:25][CH:24]=[CH:23][CH:22]=2)[CH:17]=[CH:16][C:15]([C:18](O)=[O:19])=[CH:14][CH:13]=1.Cl.CN(C)CCCN=C=NCC, predict the reaction product. The product is: [N:9]1[C:10]2[C:5](=[CH:4][CH:3]=[C:2]([NH:1][C:18]([C:15]3[CH:16]=[CH:17][C:12]([C:21]4[CH:22]=[CH:23][CH:24]=[CH:25][CH:26]=4)=[CH:13][CH:14]=3)=[O:19])[CH:11]=2)[CH:6]=[CH:7][CH:8]=1. (3) Given the reactants [C:1]([C:3]1[CH:4]=[C:5]([S:9]([N:12]2[CH2:16][C@@H:15](O)[CH2:14][C@H:13]2[C:18]([O:20][CH3:21])=[O:19])(=[O:11])=[O:10])[CH:6]=[CH:7][CH:8]=1)#[N:2].C(N(C(C)C)CC)(C)C.FC(F)(F)S(OS(C(F)(F)F)(=O)=O)(=O)=O.Cl.[F:47][C:48]1([F:54])[CH2:53][CH2:52][CH2:51][NH:50][CH2:49]1, predict the reaction product. The product is: [C:1]([C:3]1[CH:4]=[C:5]([S:9]([N:12]2[CH2:16][C@H:15]([N:50]3[CH2:51][CH2:52][CH2:53][C:48]([F:54])([F:47])[CH2:49]3)[CH2:14][C@H:13]2[C:18]([O:20][CH3:21])=[O:19])(=[O:11])=[O:10])[CH:6]=[CH:7][CH:8]=1)#[N:2]. (4) Given the reactants C[O:2][C:3]([C:5]1[S:9][C:8]([N:10]2[CH2:15][CH2:14][N:13]([S:16]([C:19]3[CH:24]=[CH:23][C:22]([N+:25]([O-:27])=[O:26])=[CH:21][CH:20]=3)(=[O:18])=[O:17])[CH2:12][CH2:11]2)=[N:7][CH:6]=1)=O.Cl.[NH2:29][OH:30].C[O-].[Na+].CO.Cl, predict the reaction product. The product is: [OH:30][NH:29][C:3]([C:5]1[S:9][C:8]([N:10]2[CH2:15][CH2:14][N:13]([S:16]([C:19]3[CH:20]=[CH:21][C:22]([N+:25]([O-:27])=[O:26])=[CH:23][CH:24]=3)(=[O:17])=[O:18])[CH2:12][CH2:11]2)=[N:7][CH:6]=1)=[O:2].